From a dataset of Full USPTO retrosynthesis dataset with 1.9M reactions from patents (1976-2016). Predict the reactants needed to synthesize the given product. (1) Given the product [CH3:3][N:4]([C:9](=[O:30])[C:10]1[CH:11]=[C:12]([Cl:29])[C:13]([O:17][C:18]2[CH:19]=[C:20]([CH:26]([CH3:28])[CH3:27])[C:21]([O:24][CH3:25])=[CH:22][C:23]=2[Br:1])=[C:14]([Cl:16])[CH:15]=1)[CH2:5][C:6]([OH:8])=[O:7], predict the reactants needed to synthesize it. The reactants are: [Br:1]Br.[CH3:3][N:4]([C:9](=[O:30])[C:10]1[CH:15]=[C:14]([Cl:16])[C:13]([O:17][C:18]2[CH:23]=[CH:22][C:21]([O:24][CH3:25])=[C:20]([CH:26]([CH3:28])[CH3:27])[CH:19]=2)=[C:12]([Cl:29])[CH:11]=1)[CH2:5][C:6]([OH:8])=[O:7].C([O-])(=O)C.[Na+].S([O-])([O-])(=O)=S.[Na+].[Na+]. (2) Given the product [CH2:14]([NH:17][C:2]1[C:3](=[O:13])[C:4]2[C:9]([C:10](=[O:12])[CH:11]=1)=[CH:8][CH:7]=[CH:6][CH:5]=2)[CH2:15][CH3:16], predict the reactants needed to synthesize it. The reactants are: Br[C:2]1[C:3](=[O:13])[C:4]2[C:9]([C:10](=[O:12])[CH:11]=1)=[CH:8][CH:7]=[CH:6][CH:5]=2.[CH2:14]([NH2:17])[CH2:15][CH3:16].